Task: Regression. Given a peptide amino acid sequence and an MHC pseudo amino acid sequence, predict their binding affinity value. This is MHC class I binding data.. Dataset: Peptide-MHC class I binding affinity with 185,985 pairs from IEDB/IMGT (1) The peptide sequence is HAWNHIMLV. The MHC is HLA-A02:01 with pseudo-sequence HLA-A02:01. The binding affinity (normalized) is 0.562. (2) The peptide sequence is YIISTHYQF. The MHC is HLA-C14:02 with pseudo-sequence HLA-C14:02. The binding affinity (normalized) is 0.532. (3) The peptide sequence is YLFYGRRRV. The MHC is HLA-A02:02 with pseudo-sequence HLA-A02:02. The binding affinity (normalized) is 0.784. (4) The peptide sequence is RQIQVEGLK. The MHC is HLA-B15:01 with pseudo-sequence HLA-B15:01. The binding affinity (normalized) is 0.304. (5) The binding affinity (normalized) is 0.0847. The peptide sequence is FRAPNTREL. The MHC is HLA-A26:01 with pseudo-sequence HLA-A26:01.